This data is from Full USPTO retrosynthesis dataset with 1.9M reactions from patents (1976-2016). The task is: Predict the reactants needed to synthesize the given product. (1) Given the product [CH3:15][N:25]([CH3:23])[C:31]1[C:30]2[CH:5]=[C:6]([C:17]([OH:18])=[O:20])[S:7][C:8]=2[CH:9]=[CH:10][CH:2]=1, predict the reactants needed to synthesize it. The reactants are: N[C:2]1[C:10]2[CH:9]=[C:8](C(OC)=O)[S:7][C:6]=2[CH:5]=CC=1.[CH3:15]I.[C:17](=[O:20])([O-])[O-:18].[K+].[K+].[C:23](#[N:25])C.C(O[CH2:30][CH3:31])(=O)C. (2) Given the product [Br:80][CH2:81][C:82](=[O:118])[NH:83][CH2:84][CH2:85][O:86][CH2:87][CH2:88][O:89][CH2:90][CH2:91][O:92][CH2:93][CH2:94][O:95][CH2:96][CH2:97][O:98][CH2:99][CH2:100][O:101][CH2:102][CH2:103][C:104]([NH:1][C@H:2]([C:6]([NH:8][C@H:9]([C:17]([NH:19][C:20]1[CH:21]=[CH:22][C:23]([CH2:26][O:27][C:28](=[O:70])[NH:29][CH2:30][CH2:31][NH:32][C:33](=[O:69])[CH2:34][C@H:35]2[O:42][C@H:41](/[CH:43]=[CH:44]/[C:45](/[CH3:67])=[CH:46]/[CH2:47][C@H:48]3[C@@H:53]([CH3:54])[CH2:52][C@@H:51]([NH:55][C:56](=[O:65])/[CH:57]=[CH:58]\[C@@H:59]([O:61][C:62](=[O:64])[CH3:63])[CH3:60])[C@@H:50]([CH3:66])[O:49]3)[C@@H:40]([OH:68])[C@@:37]3([O:39][CH2:38]3)[CH2:36]2)=[CH:24][CH:25]=1)=[O:18])[CH2:10][CH2:11][CH2:12][NH:13][C:14](=[O:16])[NH2:15])=[O:7])[CH:3]([CH3:5])[CH3:4])=[O:105], predict the reactants needed to synthesize it. The reactants are: [NH2:1][C@H:2]([C:6]([NH:8][C@H:9]([C:17]([NH:19][C:20]1[CH:25]=[CH:24][C:23]([CH2:26][O:27][C:28](=[O:70])[NH:29][CH2:30][CH2:31][NH:32][C:33](=[O:69])[CH2:34][C@H:35]2[O:42][C@H:41](/[CH:43]=[CH:44]/[C:45](/[CH3:67])=[CH:46]/[CH2:47][C@H:48]3[C@@H:53]([CH3:54])[CH2:52][C@@H:51]([NH:55][C:56](=[O:65])/[CH:57]=[CH:58]\[C@@H:59]([O:61][C:62](=[O:64])[CH3:63])[CH3:60])[C@@H:50]([CH3:66])[O:49]3)[C@@H:40]([OH:68])[C@@:37]3([O:39][CH2:38]3)[CH2:36]2)=[CH:22][CH:21]=1)=[O:18])[CH2:10][CH2:11][CH2:12][NH:13][C:14](=[O:16])[NH2:15])=[O:7])[CH:3]([CH3:5])[CH3:4].C(N(CC)C(C)C)(C)C.[Br:80][CH2:81][C:82](=[O:118])[NH:83][CH2:84][CH2:85][O:86][CH2:87][CH2:88][O:89][CH2:90][CH2:91][O:92][CH2:93][CH2:94][O:95][CH2:96][CH2:97][O:98][CH2:99][CH2:100][O:101][CH2:102][CH2:103][C:104](OC1C(F)=C(F)C(F)=C(F)C=1F)=[O:105]. (3) Given the product [Br:1][C:2]1[CH:3]=[C:4]2[C:8](=[CH:9][CH:10]=1)[CH2:7][CH:6]([N:11]1[CH2:16][CH2:15][N:14]([CH2:33][CH2:32][C:30]3[CH:29]=[CH:28][C:27]4[C:23](=[O:22])[O:24][CH2:25][C:26]=4[CH:31]=3)[CH2:13][C:12]1=[O:17])[CH2:5]2, predict the reactants needed to synthesize it. The reactants are: [Br:1][C:2]1[CH:3]=[C:4]2[C:8](=[CH:9][CH:10]=1)[CH2:7][CH:6]([N:11]1[CH2:16][CH2:15][NH:14][CH2:13][C:12]1=[O:17])[CH2:5]2.CC(O)=O.[O:22]=[C:23]1[C:27]2[CH:28]=[CH:29][C:30]([CH2:32][CH:33]=O)=[CH:31][C:26]=2[CH2:25][O:24]1.[BH3-]C#N.[Na+]. (4) Given the product [CH3:1][O:2][C:3]([C:5]1[C:13]2[N:12]=[C:11]([NH:14][C:28]([C:20]3[N:19]=[CH:18][C:27]4[C:22]([CH:21]=3)=[CH:23][CH:24]=[CH:25][CH:26]=4)=[O:29])[NH:10][C:9]=2[CH:8]=[C:7]([N+:15]([O-:17])=[O:16])[CH:6]=1)=[O:4], predict the reactants needed to synthesize it. The reactants are: [CH3:1][O:2][C:3]([C:5]1[C:13]2[N:12]=[C:11]([NH2:14])[NH:10][C:9]=2[CH:8]=[C:7]([N+:15]([O-:17])=[O:16])[CH:6]=1)=[O:4].[CH:18]1[C:27]2[C:22](=[CH:23][CH:24]=[CH:25][CH:26]=2)[CH:21]=[C:20]([C:28](O)=[O:29])[N:19]=1.CN(C(ON1N=NC2C=CC=CC1=2)=[N+](C)C)C.F[P-](F)(F)(F)(F)F. (5) Given the product [F:24][C:22]1[CH:21]=[CH:20][C:19]([O:25][C:30]2[CH:31]=[CH:32][C:33]([CH2:34][OH:35])=[C:28]([F:27])[CH:29]=2)=[C:18]2[C:23]=1[C@H:15]([O:14][C:12]1[CH:11]=[CH:10][C:9]3[C@H:5]([CH2:4][C:3]([OH:2])=[O:26])[CH2:6][O:7][C:8]=3[CH:13]=1)[CH2:16][CH2:17]2, predict the reactants needed to synthesize it. The reactants are: C[O:2][C:3](=[O:26])[CH2:4][C@H:5]1[C:9]2[CH:10]=[CH:11][C:12]([O:14][C@H:15]3[C:23]4[C:18](=[C:19]([OH:25])[CH:20]=[CH:21][C:22]=4[F:24])[CH2:17][CH2:16]3)=[CH:13][C:8]=2[O:7][CH2:6]1.[F:27][C:28]1[CH:29]=[C:30](B(O)O)[CH:31]=[CH:32][C:33]=1[CH2:34][OH:35]. (6) The reactants are: [C:1]1([CH2:11][C:12]([NH:14][C@H:15]([C:19]([NH:21][CH:22]([CH:31]([OH:34])[CH2:32][F:33])[CH2:23][C:24]([O:26]C(C)(C)C)=[O:25])=[O:20])[CH:16]([CH3:18])[CH3:17])=[O:13])[C:10]2[C:5](=[CH:6][CH:7]=[CH:8][CH:9]=2)[CH:4]=[CH:3][CH:2]=1.C[N+]1([O-])CCOCC1. Given the product [C:1]1([CH2:11][C:12]([NH:14][C@H:15]([C:19]([NH:21][CH:22]([C:31](=[O:34])[CH2:32][F:33])[CH2:23][C:24]([OH:26])=[O:25])=[O:20])[CH:16]([CH3:18])[CH3:17])=[O:13])[C:10]2[C:5](=[CH:6][CH:7]=[CH:8][CH:9]=2)[CH:4]=[CH:3][CH:2]=1, predict the reactants needed to synthesize it. (7) Given the product [Cl:1][C:2]1[CH:3]=[C:4](/[CH:8]=[CH:9]\[CH2:10][CH2:11][NH2:12])[CH:5]=[CH:6][CH:7]=1, predict the reactants needed to synthesize it. The reactants are: [Cl:1][C:2]1[CH:3]=[C:4](/[CH:8]=[CH:9]\[CH2:10][CH2:11][N:12]2C(=O)C3C(=CC=CC=3)C2=O)[CH:5]=[CH:6][CH:7]=1.O.NN.[OH-].[Na+].